This data is from Forward reaction prediction with 1.9M reactions from USPTO patents (1976-2016). The task is: Predict the product of the given reaction. (1) Given the reactants [CH:1]1[C:6]([CH2:7]Br)=[CH:5][CH:4]=[C:3]([N+:9]([O-:11])=[O:10])[CH:2]=1.[CH2:12]([NH:14][CH2:15][CH3:16])[CH3:13], predict the reaction product. The product is: [CH2:12]([N:14]([CH2:15][CH3:16])[CH2:7][C:6]1[CH:5]=[CH:4][C:3]([N+:9]([O-:11])=[O:10])=[CH:2][CH:1]=1)[CH3:13]. (2) Given the reactants [CH3:1][O:2][C:3](=[O:14])[CH:4]([CH:8]1[CH2:13]CCC[CH2:9]1)[C:5]([OH:7])=[O:6].[CH2:15](OC(=O)CC(C)C)C.COC(=O)CC1CCCCC1, predict the reaction product. The product is: [CH2:1]([O:2][C:3](=[O:14])[CH:4]([CH:8]([CH3:13])[CH3:9])[C:5]([OH:7])=[O:6])[CH3:15]. (3) The product is: [F:13][C:14]1[CH:15]=[CH:16][C:17]([NH:18][C:19]2[CH:27]=[C:26]([F:28])[C:25]([F:29])=[CH:24][C:20]=2[C:21]([NH:41][O:40][CH2:33][C:34]2[CH:39]=[CH:38][CH:37]=[CH:36][CH:35]=2)=[O:23])=[CH:30][CH:31]=1. Given the reactants C(N1C=CN=C1)(N1C=CN=C1)=O.[F:13][C:14]1[CH:31]=[CH:30][C:17]([NH:18][C:19]2[CH:27]=[C:26]([F:28])[C:25]([F:29])=[CH:24][C:20]=2[C:21]([OH:23])=O)=[CH:16][CH:15]=1.Cl.[CH2:33]([O:40][NH2:41])[C:34]1[CH:39]=[CH:38][CH:37]=[CH:36][CH:35]=1.C(N(CC)CC)C, predict the reaction product. (4) The product is: [CH3:1][N:2]1[CH2:3][CH2:4][N:5]([C:8]2[CH:9]=[CH:10][C:11]([O:17][CH2:18][C:19]3[CH:24]=[CH:23][CH:22]=[CH:21][CH:20]=3)=[C:12]([CH:16]=2)[C:13]([NH:31][C:27]2[CH:26]=[N:25][CH:30]=[CH:29][CH:28]=2)=[O:14])[CH2:6][CH2:7]1. Given the reactants [CH3:1][N:2]1[CH2:7][CH2:6][N:5]([C:8]2[CH:9]=[CH:10][C:11]([O:17][CH2:18][C:19]3[CH:24]=[CH:23][CH:22]=[CH:21][CH:20]=3)=[C:12]([CH:16]=2)[C:13](O)=[O:14])[CH2:4][CH2:3]1.[N:25]1[CH:30]=[CH:29][CH:28]=[C:27]([NH2:31])[CH:26]=1.C(Cl)CCl.C1C=CC2N(O)N=NC=2C=1.C(N(CC)CC)C, predict the reaction product. (5) The product is: [OH:4][C@H:5]([CH3:22])[CH2:6][CH2:7][CH2:8][CH2:9][N:10]1[C:19](=[O:20])[C:18]2[NH:17][N:16]=[N:15][C:14]=2[N:13]([CH3:21])[C:11]1=[O:12]. Given the reactants C([O:4][C@H:5]([CH3:22])[CH2:6][CH2:7][CH2:8][CH2:9][N:10]1[C:19](=[O:20])[C:18]2[NH:17][N:16]=[N:15][C:14]=2[N:13]([CH3:21])[C:11]1=[O:12])(=O)C.Cl.C(OCC)C, predict the reaction product. (6) Given the reactants [C:1]([O:5][C:6](=[O:18])[CH2:7][C:8]1[CH:17]=[CH:16][CH:15]=[C:14]2[C:9]=1[CH:10]=[CH:11][N:12]=[CH:13]2)([CH3:4])([CH3:3])[CH3:2].[Br:19][CH2:20][CH:21]1[CH2:23][CH2:22]1, predict the reaction product. The product is: [Br-:19].[C:1]([O:5][C:6]([CH2:7][C:8]1[CH:17]=[CH:16][CH:15]=[C:14]2[C:9]=1[CH:10]=[CH:11][N+:12]([CH2:20][CH:21]1[CH2:23][CH2:22]1)=[CH:13]2)=[O:18])([CH3:4])([CH3:2])[CH3:3]. (7) Given the reactants C(CCP([CH2:12][CH2:13][C:14]([OH:16])=[O:15])CCC(O)=O)(O)=O.C1C(=O)[NH:22][C:20](=O)[N:19]([C@@H:25]2O[C@H](COP(OP(O)(O)=O)(O)=O)[C@@H](O)[C@H:26]2O)C=1.P(OC[C@H]1O[C@@H]([N:57]2C=CC(=O)NC2=O)[C@H](O)[C@@H]1O)(OP(O)(O)=O)(=O)O, predict the reaction product. The product is: [NH2:57][C@H:13]([C:14]([OH:16])=[O:15])[CH2:12][C:25]1[N:19]=[CH:20][NH:22][CH:26]=1. (8) Given the reactants [NH2:1][C:2]1[S:3][CH:4]=[C:5]([C:7]2[CH2:8][CH2:9][CH2:10][C:11]3([CH3:26])[C:15]=2[N:14]([CH2:16][C:17]2[CH:22]=[CH:21][CH:20]=[C:19]([O:23][CH3:24])[CH:18]=2)[C:13](=[O:25])[CH2:12]3)[N:6]=1.[F:27][C:28]1[CH:29]=[C:30]([S:35](Cl)(=[O:37])=[O:36])[CH:31]=[CH:32][C:33]=1[F:34], predict the reaction product. The product is: [F:27][C:28]1[CH:29]=[C:30]([S:35]([NH:1][C:2]2[S:3][CH:4]=[C:5]([C:7]3[CH2:8][CH2:9][CH2:10][C:11]4([CH3:26])[C:15]=3[N:14]([CH2:16][C:17]3[CH:22]=[CH:21][CH:20]=[C:19]([O:23][CH3:24])[CH:18]=3)[C:13](=[O:25])[CH2:12]4)[N:6]=2)(=[O:36])=[O:37])[CH:31]=[CH:32][C:33]=1[F:34]. (9) Given the reactants [C:1]([C:4]1[CH:5]=[C:6]([CH:26]=[CH:27][CH:28]=1)[CH2:7][C:8]1[S:9][C:10]2[C:16]([C:17]3[CH:18]=[C:19]([CH:23]=[CH:24][CH:25]=3)[C:20](O)=[O:21])=[CH:15][CH:14]=[CH:13][C:11]=2[CH:12]=1)(=[O:3])[CH3:2].[CH3:29][O:30][CH2:31][CH2:32][NH2:33], predict the reaction product. The product is: [C:1]([C:4]1[CH:5]=[C:6]([CH:26]=[CH:27][CH:28]=1)[CH2:7][C:8]1[S:9][C:10]2[C:16]([C:17]3[CH:18]=[C:19]([CH:23]=[CH:24][CH:25]=3)[C:20]([NH:33][CH2:32][CH2:31][O:30][CH3:29])=[O:21])=[CH:15][CH:14]=[CH:13][C:11]=2[CH:12]=1)(=[O:3])[CH3:2].